Task: Regression/Classification. Given a drug SMILES string, predict its absorption, distribution, metabolism, or excretion properties. Task type varies by dataset: regression for continuous measurements (e.g., permeability, clearance, half-life) or binary classification for categorical outcomes (e.g., BBB penetration, CYP inhibition). Dataset: cyp2c19_veith.. Dataset: CYP2C19 inhibition data for predicting drug metabolism from PubChem BioAssay (1) The molecule is Cn1cc(-c2nc3cnc(Oc4ccccc4)nc3n(C)c2=O)c2ccccc21. The result is 0 (non-inhibitor). (2) The drug is C[C@@H](C(=O)NCc1nc2ccccc2[nH]1)[C@@H]1C[C@@]1(C)[C@@H](NC(=O)OCc1ccccc1)c1ccccc1. The result is 1 (inhibitor).